From a dataset of Catalyst prediction with 721,799 reactions and 888 catalyst types from USPTO. Predict which catalyst facilitates the given reaction. (1) Reactant: [Br:1][C:2]1[CH:3]=[CH:4][C:5]([O:21][CH2:22][C:23]2[CH:28]=[CH:27][C:26]([Cl:29])=[CH:25][CH:24]=2)=[C:6]([CH2:8][N:9]2[CH2:14][CH2:13][CH:12]([N:15]3[CH2:20][CH2:19][NH:18][CH2:17][CH2:16]3)[CH2:11][CH2:10]2)[CH:7]=1.[CH3:30][C:31]1[C:36]([C:37]([OH:39])=O)=[CH:35][CH:34]=[C:33](C)[N:32]=1.[CH3:41]N(C(ON1N=NC2C=CC=NC1=2)=[N+](C)C)C.F[P-](F)(F)(F)(F)F.CCN(C(C)C)C(C)C. Product: [Br:1][C:2]1[CH:3]=[CH:4][C:5]([O:21][CH2:22][C:23]2[CH:24]=[CH:25][C:26]([Cl:29])=[CH:27][CH:28]=2)=[C:6]([CH2:8][N:9]2[CH2:10][CH2:11][CH:12]([N:15]3[CH2:20][CH2:19][N:18]([C:37]([C:36]4[C:31]([CH3:30])=[N:32][CH:33]=[CH:34][C:35]=4[CH3:41])=[O:39])[CH2:17][CH2:16]3)[CH2:13][CH2:14]2)[CH:7]=1. The catalyst class is: 3. (2) Reactant: [H-].[Na+].[I-].[CH3:4][S+](C)(C)=O.[C:9]([O:13][C:14](=[O:28])/[CH:15]=[CH:16]/[C:17]1[CH:18]=[CH:19][C:20]([F:27])=[C:21]([CH:26]=1)[C:22]([O:24][CH3:25])=[O:23])([CH3:12])([CH3:11])[CH3:10].[Cl-].[NH4+]. Product: [C:9]([O:13][C:14]([C@@H:15]1[CH2:4][C@H:16]1[C:17]1[CH:18]=[CH:19][C:20]([F:27])=[C:21]([CH:26]=1)[C:22]([O:24][CH3:25])=[O:23])=[O:28])([CH3:12])([CH3:10])[CH3:11]. The catalyst class is: 16.